Dataset: Reaction yield outcomes from USPTO patents with 853,638 reactions. Task: Predict the reaction yield, written as a fraction of the theoretical maximum amount of product (1.0 means a 100% yield; for example, 0.34 means a 34% yield). (1) The reactants are [N:1]1([CH2:7][CH:8]([NH2:15])[C:9]2[CH:14]=[CH:13][CH:12]=[CH:11][CH:10]=2)[CH2:6][CH2:5][O:4][CH2:3][CH2:2]1.[F:16][C:17]1[N:32]=[CH:31][CH:30]=[CH:29][C:18]=1[C:19](NC1C=CC=CC=1C)=[O:20]. No catalyst specified. The product is [F:16][C:17]1[N:32]=[CH:31][CH:30]=[CH:29][C:18]=1[C:19]([NH:15][CH:8]([C:9]1[CH:10]=[CH:11][CH:12]=[CH:13][CH:14]=1)[CH2:7][N:1]1[CH2:6][CH2:5][O:4][CH2:3][CH2:2]1)=[O:20]. The yield is 0.870. (2) The reactants are B(Cl)(Cl)Cl.C([O:12][N:13]1[C:19](=[O:20])[N:18]2[CH2:21][C@H:14]1[CH2:15][CH2:16][C@H:17]2[C:22]1[S:26][N:25]=[CH:24][N:23]=1)C1C=CC=CC=1.CO. The catalyst is C(Cl)Cl. The product is [OH:12][N:13]1[C:19](=[O:20])[N:18]2[CH2:21][C@H:14]1[CH2:15][CH2:16][C@H:17]2[C:22]1[S:26][N:25]=[CH:24][N:23]=1. The yield is 0.800. (3) The reactants are [CH3:1][O:2][C:3]1[CH:8]=[C:7]([N+:9]([O-])=O)[CH:6]=[CH:5][C:4]=1[N:12]1[CH:16]=[C:15]([CH3:17])[N:14]=[CH:13]1. The catalyst is C(O)C.[Pd]. The product is [CH3:1][O:2][C:3]1[CH:8]=[C:7]([NH2:9])[CH:6]=[CH:5][C:4]=1[N:12]1[CH:16]=[C:15]([CH3:17])[N:14]=[CH:13]1. The yield is 0.780. (4) The reactants are [Br:1][C:2]1[CH:3]=[C:4]([O:13][CH:14]([CH3:16])[CH3:15])[C:5]([CH3:12])=[C:6]([CH:11]=1)[C:7](OC)=[O:8]. The catalyst is C1COCC1. The product is [Br:1][C:2]1[CH:3]=[C:4]([O:13][CH:14]([CH3:16])[CH3:15])[C:5]([CH3:12])=[C:6]([CH2:7][OH:8])[CH:11]=1. The yield is 0.740. (5) The reactants are [C:1]1([CH2:7][CH2:8][CH:9](O)[CH2:10][CH2:11][C:12]2[CH:17]=[CH:16][CH:15]=[CH:14][CH:13]=2)[CH:6]=[CH:5][CH:4]=[CH:3][CH:2]=1.C(Br)(Br)(Br)[Br:20].C1(P(C2C=CC=CC=2)C2C=CC=CC=2)C=CC=CC=1. The catalyst is C(Cl)Cl. The product is [Br:20][CH:9]([CH2:10][CH2:11][C:12]1[CH:17]=[CH:16][CH:15]=[CH:14][CH:13]=1)[CH2:8][CH2:7][C:1]1[CH:6]=[CH:5][CH:4]=[CH:3][CH:2]=1. The yield is 0.626. (6) The reactants are [OH-].[Na+].[NH2:3][C:4]1[C:9]([F:10])=[C:8]([C:11]2[CH:16]=[CH:15][C:14]([I:17])=[CH:13][CH:12]=2)[N:7]=[C:6]([C:18]([O:20]C)=[O:19])[C:5]=1[Cl:22].Cl. The catalyst is CO. The product is [NH2:3][C:4]1[C:9]([F:10])=[C:8]([C:11]2[CH:12]=[CH:13][C:14]([I:17])=[CH:15][CH:16]=2)[N:7]=[C:6]([C:18]([OH:20])=[O:19])[C:5]=1[Cl:22]. The yield is 0.790. (7) The reactants are C([BH3-])#N.[Na+].[F:5][C:6]1[CH:14]=[CH:13][CH:12]=[C:11]2[C:7]=1[CH:8]=[CH:9][NH:10]2. The catalyst is C(O)(=O)C. The product is [F:5][C:6]1[CH:14]=[CH:13][CH:12]=[C:11]2[C:7]=1[CH2:8][CH2:9][NH:10]2. The yield is 0.450. (8) The reactants are [BH4-].[Na+].[CH3:3][O:4][C:5]1[CH:45]=[CH:44][C:8]([CH2:9][N:10]([CH2:35][C:36]2[CH:41]=[CH:40][C:39]([O:42][CH3:43])=[CH:38][CH:37]=2)[C:11]2[N:16]=[C:15]([CH3:17])[N:14]=[C:13]([C:18]3[C:19]([NH:26][C:27]4[CH:28]=[N:29][C:30]([O:33][CH3:34])=[CH:31][CH:32]=4)=[N:20][CH:21]=[C:22]([CH:25]=3)[CH:23]=[O:24])[N:12]=2)=[CH:7][CH:6]=1.[Cl-].[NH4+].O. The catalyst is CO.C(Cl)Cl. The product is [CH3:43][O:42][C:39]1[CH:38]=[CH:37][C:36]([CH2:35][N:10]([CH2:9][C:8]2[CH:7]=[CH:6][C:5]([O:4][CH3:3])=[CH:45][CH:44]=2)[C:11]2[N:16]=[C:15]([CH3:17])[N:14]=[C:13]([C:18]3[CH:25]=[C:22]([CH2:23][OH:24])[CH:21]=[N:20][C:19]=3[NH:26][C:27]3[CH:28]=[N:29][C:30]([O:33][CH3:34])=[CH:31][CH:32]=3)[N:12]=2)=[CH:41][CH:40]=1. The yield is 0.960. (9) The reactants are [CH2:1]([N:8]1[CH2:13][CH2:12][C:11](=[O:14])[CH2:10][CH2:9]1)[C:2]1[CH:7]=[CH:6][CH:5]=[CH:4][CH:3]=1.C[Si](C)(C)[N-][Si](C)(C)C.[Li+].I[CH2:26][CH3:27]. The catalyst is C1COCC1. The product is [CH2:1]([N:8]1[CH2:13][CH2:12][C:11](=[O:14])[CH:10]([CH2:26][CH3:27])[CH2:9]1)[C:2]1[CH:3]=[CH:4][CH:5]=[CH:6][CH:7]=1. The yield is 0.115.